This data is from Catalyst prediction with 721,799 reactions and 888 catalyst types from USPTO. The task is: Predict which catalyst facilitates the given reaction. (1) Reactant: [NH2:1][C@@H:2]([C:6]([OH:8])=[O:7])[CH2:3][CH2:4][OH:5].C([O-])([O-])=O.[K+].[K+].[Cl:15][C:16]1[C:23]([CH3:24])=[C:22](F)[CH:21]=[CH:20][C:17]=1[C:18]#[N:19]. Product: [Cl:15][C:16]1[C:23]([CH3:24])=[C:22]([NH:1][C@H:2]([CH2:3][CH2:4][OH:5])[C:6]([OH:8])=[O:7])[CH:21]=[CH:20][C:17]=1[C:18]#[N:19]. The catalyst class is: 16. (2) Reactant: [Cl:1][C:2]1[CH:3]=[C:4]([N:10]2[CH:14]=[N:13][C:12]([C:15]([OH:17])=O)=[N:11]2)[CH:5]=[C:6]([Cl:9])[C:7]=1[OH:8].C(N(CC)CC)C.Cl.CN(C)CCCN=C=NCC.OC1C=CC=C[N+]=1[O-].[CH3:45][NH:46][CH2:47][C:48]1[CH:53]=[CH:52][CH:51]=[C:50]([C:54]([F:57])([F:56])[F:55])[CH:49]=1. Product: [Cl:9][C:6]1[CH:5]=[C:4]([N:10]2[CH:14]=[N:13][C:12]([C:15]([N:46]([CH3:45])[CH2:47][C:48]3[CH:53]=[CH:52][CH:51]=[C:50]([C:54]([F:55])([F:56])[F:57])[CH:49]=3)=[O:17])=[N:11]2)[CH:3]=[C:2]([Cl:1])[C:7]=1[OH:8]. The catalyst class is: 3. (3) Reactant: [C:1]([O:4][CH2:5][C:6]1[CH:7]=[CH:8][C:9]([CH2:13][C:14]2[CH:19]=[CH:18][C:17]([O:20][CH3:21])=[CH:16][CH:15]=2)=[C:10]([OH:12])[CH:11]=1)(=[O:3])[CH3:2].[CH2:22](Br)[C:23]1[CH:28]=[CH:27][CH:26]=[CH:25][CH:24]=1.C(=O)([O-])[O-].[K+].[K+].O. Product: [C:1]([O:4][CH2:5][C:6]1[CH:7]=[CH:8][C:9]([CH2:13][C:14]2[CH:15]=[CH:16][C:17]([O:20][CH3:21])=[CH:18][CH:19]=2)=[C:10]([O:12][CH2:22][C:23]2[CH:28]=[CH:27][CH:26]=[CH:25][CH:24]=2)[CH:11]=1)(=[O:3])[CH3:2]. The catalyst class is: 42. (4) Reactant: [Cl:1][C:2]1[CH:3]=[C:4]([CH:6]=[C:7]([Cl:9])[CH:8]=1)[NH2:5].[C:10]([N:17]1[CH:21]=NC=N1)(N1C=NC=N1)=[S:11].NC1[CH:28]=[CH:27][C:26]([NH:29][C:30]([C:32]2[N:33]=[N:34][S:35][CH:36]=2)=[O:31])=[CH:25][CH:24]=1. Product: [Cl:1][C:2]1[CH:3]=[C:4]([NH:5][C:10](=[S:11])[NH:17][C:21]2[CH:28]=[CH:27][C:26]([NH:29][C:30]([C:32]3[N:33]=[N:34][S:35][CH:36]=3)=[O:31])=[CH:25][CH:24]=2)[CH:6]=[C:7]([Cl:9])[CH:8]=1. The catalyst class is: 7. (5) Reactant: [H-].[Na+].[C:3]([O:7][C:8]([N:10]1[CH2:16][CH2:15][C:14]2[S:17][C:18]([NH2:20])=[N:19][C:13]=2[CH2:12][CH2:11]1)=[O:9])([CH3:6])([CH3:5])[CH3:4].[CH3:21]I. Product: [C:3]([O:7][C:8]([N:10]1[CH2:16][CH2:15][C:14]2[S:17][C:18]([NH:20][CH3:21])=[N:19][C:13]=2[CH2:12][CH2:11]1)=[O:9])([CH3:6])([CH3:4])[CH3:5]. The catalyst class is: 1. (6) Reactant: Br[C:2]1[CH:10]=[CH:9][CH:8]=[C:7]2[C:3]=1[C:4]([C:18]([N:20]1[CH2:25][CH2:24][CH:23]([C:26]3[CH:27]=[C:28]([CH:37]=[CH:38][C:39]=3[F:40])[CH2:29][NH:30][C:31](=[O:36])[C:32]([F:35])([F:34])[F:33])[CH2:22][CH2:21]1)=[O:19])=[CH:5][N:6]2[CH2:11][CH2:12][O:13][C:14]([F:17])([F:16])[F:15].[CH2:41]([N:44]1[CH:48]=[C:47](B(O)O)[CH:46]=[N:45]1)[CH2:42][CH3:43].C(=O)([O-])[O-].[Cs+].[Cs+].C(Cl)Cl. Product: [F:34][C:32]([F:33])([F:35])[C:31]([NH:30][CH2:29][C:28]1[CH:37]=[CH:38][C:39]([F:40])=[C:26]([CH:23]2[CH2:22][CH2:21][N:20]([C:18]([C:4]3[C:3]4[C:7](=[CH:8][CH:9]=[CH:10][C:2]=4[C:47]4[CH:46]=[N:45][N:44]([CH2:41][CH2:42][CH3:43])[CH:48]=4)[N:6]([CH2:11][CH2:12][O:13][C:14]([F:15])([F:16])[F:17])[CH:5]=3)=[O:19])[CH2:25][CH2:24]2)[CH:27]=1)=[O:36]. The catalyst class is: 117. (7) Reactant: N1(C2C=CC(NC3C4N(C=CN=4)C(C4C=CNC(=O)C=4)=CN=3)=CC=2)CCOCC1.[CH2:30]([N:32]([CH2:55][CH3:56])[CH2:33][CH2:34][NH:35][C:36]([C:38]1[CH:43]=[CH:42][C:41]([NH:44]C2C3N(C=CN=3)C(Br)=CN=2)=[CH:40][N:39]=1)=[O:37])[CH3:31].CC1(C)C(C)(C)OB(C2C=NNC=2)O1.CC([O-])(C)C.[Na+]. Product: [CH2:55]([N:32]([CH2:30][CH3:31])[CH2:33][CH2:34][NH:35][C:36]([C:38]1[CH:43]=[CH:42][C:41]([NH2:44])=[CH:40][N:39]=1)=[O:37])[CH3:56]. The catalyst class is: 339. (8) Reactant: Br[C:2]1[CH:9]=[CH:8][C:5]([CH:6]=[O:7])=[CH:4][CH:3]=1.[C:10]([O:15][CH2:16][CH3:17])(=[O:14])/[CH:11]=[CH:12]/[CH3:13].C1(P(C2C=CC=CC=2)C2C=CC=CC=2)C=CC=CC=1. Product: [CH2:16]([O:15][C:10](=[O:14])/[CH:11]=[C:12](/[C:2]1[CH:9]=[CH:8][C:5]([CH:6]=[O:7])=[CH:4][CH:3]=1)\[CH3:13])[CH3:17]. The catalyst class is: 167. (9) Reactant: Cl.[NH:2]1[CH2:5][C:4](=[CH:6][C:7]#[N:8])[CH2:3]1.[F:9][C:10]1[C:24]([C:25]([F:28])([F:27])[F:26])=[N:23][CH:22]=[CH:21][C:11]=1[C:12]([N:14]1[CH2:19][CH2:18][C:17](=O)[CH2:16][CH2:15]1)=[O:13].C(O[BH-](OC(=O)C)OC(=O)C)(=O)C.[Na+]. Product: [F:9][C:10]1[C:24]([C:25]([F:27])([F:26])[F:28])=[N:23][CH:22]=[CH:21][C:11]=1[C:12]([N:14]1[CH2:15][CH2:16][CH:17]([N:2]2[CH2:5][C:4](=[CH:6][C:7]#[N:8])[CH2:3]2)[CH2:18][CH2:19]1)=[O:13]. The catalyst class is: 2.